From a dataset of Peptide-MHC class I binding affinity with 185,985 pairs from IEDB/IMGT. Regression. Given a peptide amino acid sequence and an MHC pseudo amino acid sequence, predict their binding affinity value. This is MHC class I binding data. (1) The peptide sequence is AYIDNYNKT. The MHC is Patr-A0701 with pseudo-sequence Patr-A0701. The binding affinity (normalized) is 0.339. (2) The peptide sequence is EARGKEKLL. The MHC is HLA-A02:01 with pseudo-sequence HLA-A02:01. The binding affinity (normalized) is 0.0847. (3) The peptide sequence is AEIEDLIFLA. The MHC is HLA-B45:01 with pseudo-sequence HLA-B45:01. The binding affinity (normalized) is 0.798. (4) The peptide sequence is VPAPAGPIV. The MHC is HLA-A30:02 with pseudo-sequence HLA-A30:02. The binding affinity (normalized) is 0.440. (5) The peptide sequence is IYTTNDNNY. The binding affinity (normalized) is 0.0847. The MHC is HLA-B57:01 with pseudo-sequence HLA-B57:01. (6) The peptide sequence is NLRIKILNF. The MHC is HLA-B08:01 with pseudo-sequence HLA-B08:01. The binding affinity (normalized) is 0.